This data is from Full USPTO retrosynthesis dataset with 1.9M reactions from patents (1976-2016). The task is: Predict the reactants needed to synthesize the given product. (1) Given the product [CH3:23][O:24][C:25](=[O:34])[CH2:26][C:27]1[CH:32]=[CH:31][C:30]([O:33][C:15]2[C:16]3[CH2:21][CH2:20][CH2:19][C:17]=3[N:18]=[C:13]([Cl:12])[N:14]=2)=[CH:29][CH:28]=1, predict the reactants needed to synthesize it. The reactants are: N12CCCN=C1CCCCC2.[Cl:12][C:13]1[N:14]=[C:15](Cl)[C:16]2[CH2:21][CH2:20][CH2:19][C:17]=2[N:18]=1.[CH3:23][O:24][C:25](=[O:34])[CH2:26][C:27]1[CH:32]=[CH:31][C:30]([OH:33])=[CH:29][CH:28]=1.O. (2) Given the product [Br:1][C:2]1[CH:10]=[C:9]2[C:60](=[C:4]([CH3:13])[CH:3]=1)[C:59](=[O:61])[CH:7]([CH2:6][CH3:5])[CH2:8]2, predict the reactants needed to synthesize it. The reactants are: [Br:1][C:2]1[CH:3]=[C:4]([CH3:13])[CH:5]=[C:6]2[C:10]=1[C:9](=O)[CH:8](C)[CH2:7]2.[Cl-].[Cl-].[Cl-].[Al+3].BrC1C=CC(C)=CC=1.C(Cl)(=O)CCC.BrCC(CC)C(C1C=CC=CC=1)=O.C1N2CN3CN(C2)CN1C3.C(O[C:59](=[O:61])[CH3:60])(=O)C.[OH-].[Na+]. (3) Given the product [CH3:5][N:3]([CH2:4][CH:8]1[C:9](=[O:22])[CH:10]=[C:11]([C:13]2[CH:18]=[CH:17][N:16]=[CH:15][C:14]=2[N+:19]([O-:21])=[O:20])[CH2:12][C@@H:7]1[CH3:6])[CH3:2], predict the reactants needed to synthesize it. The reactants are: [I-].[CH3:2][N+:3](=[CH2:5])[CH3:4].[CH3:6][CH:7]1[CH2:12][C:11]([C:13]2[CH:18]=[CH:17][N:16]=[CH:15][C:14]=2[N+:19]([O-:21])=[O:20])=[CH:10][C:9]([O:22][Si](C)(C)C)=[CH:8]1.Cl.O.[OH-].[Na+]. (4) Given the product [NH2:57][C:31]1[N:30]=[C:29]([NH:8][C@@H:9]([CH2:13][CH2:14][CH3:15])[CH2:10][CH2:11][OH:12])[C:34]([CH2:35][C:36]2[CH:41]=[CH:40][C:39]([O:42][CH2:43][CH2:44][CH2:45][O:46][Si:47]([C:50]([CH3:51])([CH3:52])[CH3:53])([CH3:49])[CH3:48])=[CH:38][C:37]=2[O:54][CH3:55])=[C:33]([CH3:56])[N:32]=1, predict the reactants needed to synthesize it. The reactants are: FC(F)(F)C(O)=O.[NH2:8][C@@H:9]([CH2:13][CH2:14][CH3:15])[CH2:10][CH2:11][OH:12].CC1C=C(C)C=C(C)C=1S(O[C:29]1[C:34]([CH2:35][C:36]2[CH:41]=[CH:40][C:39]([O:42][CH2:43][CH2:44][CH2:45][O:46][Si:47]([C:50]([CH3:53])([CH3:52])[CH3:51])([CH3:49])[CH3:48])=[CH:38][C:37]=2[O:54][CH3:55])=[C:33]([CH3:56])[N:32]=[C:31]([NH2:57])[N:30]=1)(=O)=O. (5) Given the product [C:18]([O:12][CH2:11][C:9]1[O:10][C:3]([CH:2]=[O:1])=[CH:5][CH:7]=1)(=[O:19])[CH3:17], predict the reactants needed to synthesize it. The reactants are: [OH:1][CH2:2][C:3]([C@H:5]([C@@H:7]([C@@H:9]([CH2:11][OH:12])[OH:10])O)O)=O.CN1[C:18](=[O:19])[CH2:17]CC1.C(OC(=O)C)(=O)C. (6) Given the product [F:49][C:48]([F:51])([F:50])[C:46]([OH:52])=[O:47].[NH2:31][C:4]1[NH:5][C:6]([C:7]([NH:9][CH2:10][C:11]2[CH:16]=[CH:15][C:14]([Cl:17])=[C:13]([O:18][C:19]3[CH:24]=[C:23]([CH:25]4[CH2:27][CH2:26]4)[CH:22]=[C:21]([C:28]#[N:29])[CH:20]=3)[C:12]=2[F:30])=[O:8])=[C:2]([Cl:1])[N:3]=1, predict the reactants needed to synthesize it. The reactants are: [Cl:1][C:2]1[N:3]=[C:4]([N:31](C(OC(C)(C)C)=O)C(OC(C)(C)C)=O)[NH:5][C:6]=1[C:7]([NH:9][CH2:10][C:11]1[CH:16]=[CH:15][C:14]([Cl:17])=[C:13]([O:18][C:19]2[CH:24]=[C:23]([CH:25]3[CH2:27][CH2:26]3)[CH:22]=[C:21]([C:28]#[N:29])[CH:20]=2)[C:12]=1[F:30])=[O:8].[C:46]([OH:52])([C:48]([F:51])([F:50])[F:49])=[O:47]. (7) Given the product [Cl:1][C:2]1[CH:3]=[CH:4][C:5]([N:8]2[CH2:13][CH2:12][N:11]([CH2:15][CH2:14][CH2:20][S:17]([OH:19])(=[O:18])=[O:16])[CH2:10][CH2:9]2)=[CH:6][CH:7]=1, predict the reactants needed to synthesize it. The reactants are: [Cl:1][C:2]1[CH:7]=[CH:6][C:5]([N:8]2[CH2:13][CH2:12][NH:11][CH2:10][CH2:9]2)=[CH:4][CH:3]=1.[CH2:14]1[CH2:20][S:17](=[O:19])(=[O:18])[O:16][CH2:15]1.